Dataset: Full USPTO retrosynthesis dataset with 1.9M reactions from patents (1976-2016). Task: Predict the reactants needed to synthesize the given product. (1) Given the product [CH2:1]([O:3][C:4]([C:6]1[NH:7][C:8]([CH3:21])=[C:9]([C:12]2[CH:13]=[CH:14][C:15]([C:18](=[O:20])[NH:40][C:37]3[CH:36]=[CH:35][C:34]([N:28]4[CH2:33][CH2:32][O:31][CH2:30][CH2:29]4)=[CH:39][CH:38]=3)=[CH:16][CH:17]=2)[C:10]=1[CH3:11])=[O:5])[CH3:2], predict the reactants needed to synthesize it. The reactants are: [CH2:1]([O:3][C:4]([C:6]1[NH:7][C:8]([CH3:21])=[C:9]([C:12]2[CH:17]=[CH:16][C:15]([C:18]([OH:20])=O)=[CH:14][CH:13]=2)[C:10]=1[CH3:11])=[O:5])[CH3:2].C(Cl)(=O)C(Cl)=O.[N:28]1([C:34]2[CH:39]=[CH:38][C:37]([NH2:40])=[CH:36][CH:35]=2)[CH2:33][CH2:32][O:31][CH2:30][CH2:29]1.C(=O)(O)[O-].[Na+]. (2) The reactants are: [C:1]([C:3]1[CH:4]=[C:5]([CH:10]=[CH:11][C:12]=1[OH:13])[C:6]([O:8][CH3:9])=[O:7])#[N:2].C(N(CC)CC)C.[F:21][C:22]([F:35])([F:34])[S:23](O[S:23]([C:22]([F:35])([F:34])[F:21])(=[O:25])=[O:24])(=[O:25])=[O:24]. Given the product [C:1]([C:3]1[CH:4]=[C:5]([CH:10]=[CH:11][C:12]=1[O:13][S:23]([C:22]([F:35])([F:34])[F:21])(=[O:25])=[O:24])[C:6]([O:8][CH3:9])=[O:7])#[N:2], predict the reactants needed to synthesize it. (3) The reactants are: C([O:5][C:6](=O)[NH:7][C:8]1([C:11](=[O:29])[NH:12][C:13]2[CH:18]=[CH:17][C:16]([C:19]3[CH:24]=[CH:23][CH:22]=[CH:21][C:20]=3[S:25]([CH3:28])(=[O:27])=[O:26])=[CH:15][CH:14]=2)[CH2:10][CH2:9]1)(C)(C)C.C(O)(C(F)(F)F)=O.C(N(CC)CC)C.[Cl:45][C:46]1[CH:51]=[CH:50][C:49]([N:52]=C=O)=[CH:48][CH:47]=1. Given the product [CH3:28][S:25]([C:20]1[CH:21]=[CH:22][CH:23]=[CH:24][C:19]=1[C:16]1[CH:17]=[CH:18][C:13]([NH:12][C:11]([C:8]2([NH:7][C:6]([NH:52][C:49]3[CH:50]=[CH:51][C:46]([Cl:45])=[CH:47][CH:48]=3)=[O:5])[CH2:9][CH2:10]2)=[O:29])=[CH:14][CH:15]=1)(=[O:26])=[O:27], predict the reactants needed to synthesize it. (4) Given the product [Br:1][CH2:2][CH2:3][CH2:4][N:6]1[CH:10]=[N:9][CH:8]=[N:7]1, predict the reactants needed to synthesize it. The reactants are: [Br:1][CH2:2][CH2:3][CH2:4]Br.[NH:6]1[CH:10]=[N:9][CH:8]=[N:7]1. (5) Given the product [CH3:34][O:30][C:29](=[O:31])[C:28]1[C:27]([CH3:33])=[CH:26][CH:25]=[C:24]([N:23]2[C:11]([CH3:12])=[CH:10][CH:9]=[C:8]2[C:6]2[CH:7]=[C:2]([Cl:1])[CH:3]=[CH:4][C:5]=2[O:15][CH2:16][C:17]2[CH:22]=[CH:21][CH:20]=[CH:19][CH:18]=2)[CH:32]=1, predict the reactants needed to synthesize it. The reactants are: [Cl:1][C:2]1[CH:3]=[CH:4][C:5]([O:15][CH2:16][C:17]2[CH:22]=[CH:21][CH:20]=[CH:19][CH:18]=2)=[C:6]([C:8](=O)[CH2:9][CH2:10][C:11](=O)[CH3:12])[CH:7]=1.[NH2:23][C:24]1[CH:25]=[CH:26][C:27]([CH3:33])=[C:28]([CH:32]=1)[C:29]([OH:31])=[O:30].[CH3:34]C1C=CC(S(O)(=O)=O)=CC=1. (6) Given the product [F:18][C:19]1[CH:27]=[C:26]2[C:22]([C:23]([C:10]3[CH2:9][CH2:4][N:3]([CH2:16][CH2:15][N:3]4[C:4]5[C:9](=[CH:8][C:7]([C:12]([NH2:14])=[O:13])=[CH:6][CH:5]=5)[CH2:10][CH2:11][C:2]4=[O:1])[CH2:2][CH:11]=3)=[CH:24][NH:25]2)=[CH:21][CH:20]=1, predict the reactants needed to synthesize it. The reactants are: [O:1]=[C:2]1[CH2:11][CH2:10][C:9]2[C:4](=[CH:5][CH:6]=[C:7]([C:12]([NH2:14])=[O:13])[CH:8]=2)[N:3]1[CH2:15][CH:16]=O.[F:18][C:19]1[CH:27]=[C:26]2[C:22]([C:23](N3CCCCC3)=[CH:24][NH:25]2)=[CH:21][CH:20]=1.[BH4-].[Na+].C(=O)(O)[O-].[Na+]. (7) Given the product [CH3:31][O:36][C:22]1[CH:23]=[C:18]2[C:19](=[CH:20][C:21]=1[O:24][CH3:25])[NH:8][C:7]([C:14]#[N:39])=[C:6]2[C:5]1[CH:4]=[CH:3][C:11]([O:12][CH3:13])=[CH:10][CH:9]=1, predict the reactants needed to synthesize it. The reactants are: CO[C:3]1[CH:4]=[C:5]2[C:9](=[CH:10][C:11]=1[O:12][CH3:13])[NH:8][C:7]([CH2:14]C(N)=O)=[C:6]2[C:18]1[CH:23]=[CH:22][C:21]([O:24][CH3:25])=[CH:20][CH:19]=1.FC(F)(F)C(O[C:31](=[O:36])C(F)(F)F)=O.[N:39]1C=CC=CC=1.